The task is: Predict the product of the given reaction.. This data is from Forward reaction prediction with 1.9M reactions from USPTO patents (1976-2016). (1) Given the reactants Cl.[CH3:2][N:3]([CH3:35])[C:4]1([C:29]2[CH:34]=[CH:33][CH:32]=[CH:31][CH:30]=2)[CH2:9][CH2:8][CH:7]([NH:10][C:11]([N:13]2[CH2:18][CH2:17][CH2:16][CH:15]([C:19]3[C:27]4[C:22](=[CH:23][CH:24]=[C:25]([Cl:28])[CH:26]=4)[NH:21][CH:20]=3)[CH2:14]2)=[O:12])[CH2:6][CH2:5]1.Cl[Si](C)(C)C, predict the reaction product. The product is: [ClH:28].[CH3:2][N:3]([CH3:35])[C:4]1([C:29]2[CH:34]=[CH:33][CH:32]=[CH:31][CH:30]=2)[CH2:9][CH2:8][CH:7]([NH:10][C:11]([N:13]2[CH2:18][CH2:17][CH2:16][CH:15]([C:19]3[C:27]4[C:22](=[CH:23][CH:24]=[C:25]([Cl:28])[CH:26]=4)[NH:21][CH:20]=3)[CH2:14]2)=[O:12])[CH2:6][CH2:5]1.[CH3:2][N:3]([CH3:35])[C:4]1([C:29]2[CH:34]=[CH:33][CH:32]=[CH:31][CH:30]=2)[CH2:9][CH2:8][CH:7]([NH:10][C:11]([N:13]2[CH2:18][CH2:17][CH2:16][CH:15]([C:19]3[C:27]4[C:22](=[CH:23][CH:24]=[C:25]([Cl:28])[CH:26]=4)[NH:21][CH:20]=3)[CH2:14]2)=[O:12])[CH2:6][CH2:5]1. (2) Given the reactants [N+:1]([C:4]1[C:5]([CH:10]=[C:11]2[CH2:16][CH2:15][N:14]([C:17]([O:19][C:20]([CH3:23])([CH3:22])[CH3:21])=[O:18])[CH2:13][CH2:12]2)=[N:6][CH:7]=[N:8][CH:9]=1)([O-])=O, predict the reaction product. The product is: [NH2:1][C:4]1[C:5]([CH2:10][CH:11]2[CH2:12][CH2:13][N:14]([C:17]([O:19][C:20]([CH3:23])([CH3:22])[CH3:21])=[O:18])[CH2:15][CH2:16]2)=[N:6][CH:7]=[N:8][CH:9]=1. (3) Given the reactants [Br:1][C:2]1[CH:3]=[C:4]([S:9][C:10]2[C:11]([CH2:20][CH3:21])=[N:12][N:13]([CH2:17][CH2:18][OH:19])[C:14]=2[CH2:15][CH3:16])[CH:5]=[C:6]([Br:8])[CH:7]=1.N1C=CN=C1.[C:27]([Si:31](Cl)([CH3:33])[CH3:32])([CH3:30])([CH3:29])[CH3:28], predict the reaction product. The product is: [Si:31]([O:19][CH2:18][CH2:17][N:13]1[C:14]([CH2:15][CH3:16])=[C:10]([S:9][C:4]2[CH:3]=[C:2]([Br:1])[CH:7]=[C:6]([Br:8])[CH:5]=2)[C:11]([CH2:20][CH3:21])=[N:12]1)([C:27]([CH3:30])([CH3:29])[CH3:28])([CH3:33])[CH3:32]. (4) Given the reactants [F:1][C:2]([F:12])([F:11])[O:3][C:4]1[CH:9]=[CH:8][C:7]([OH:10])=[CH:6][CH:5]=1.[CH2:13]([CH:15]1[O:17][CH2:16]1)Cl, predict the reaction product. The product is: [F:1][C:2]([F:11])([F:12])[O:3][C:4]1[CH:5]=[CH:6][C:7]([O:10][CH2:13][CH:15]2[CH2:16][O:17]2)=[CH:8][CH:9]=1. (5) Given the reactants C([O:3][C:4](=O)[NH:5][CH2:6][CH2:7][C:8]1[CH:13]=[CH:12][CH:11]=[CH:10][CH:9]=1)C.C(OC(=O)C)C, predict the reaction product. The product is: [C:4]1(=[O:3])[C:13]2[C:8](=[CH:9][CH:10]=[CH:11][CH:12]=2)[CH2:7][CH2:6][NH:5]1. (6) Given the reactants C([O:3][C:4](=[O:31])[CH2:5][O:6][C:7]1[CH:12]=[C:11]([C:13]2[CH:18]=[CH:17][C:16]([O:19][CH3:20])=[CH:15][CH:14]=2)[N:10]=[C:9]([NH:21][C:22]2[CH:27]=[CH:26][C:25]([O:28][CH3:29])=[C:24]([Cl:30])[CH:23]=2)[N:8]=1)C.[OH-].[Na+], predict the reaction product. The product is: [Cl:30][C:24]1[CH:23]=[C:22]([NH:21][C:9]2[N:8]=[C:7]([O:6][CH2:5][C:4]([OH:31])=[O:3])[CH:12]=[C:11]([C:13]3[CH:14]=[CH:15][C:16]([O:19][CH3:20])=[CH:17][CH:18]=3)[N:10]=2)[CH:27]=[CH:26][C:25]=1[O:28][CH3:29].